This data is from Peptide-MHC class II binding affinity with 134,281 pairs from IEDB. The task is: Regression. Given a peptide amino acid sequence and an MHC pseudo amino acid sequence, predict their binding affinity value. This is MHC class II binding data. (1) The peptide sequence is GEVQIVDKIDAAFKI. The MHC is DRB1_0101 with pseudo-sequence DRB1_0101. The binding affinity (normalized) is 0.599. (2) The peptide sequence is GGKAYMDVISRRDQR. The MHC is DRB4_0103 with pseudo-sequence DRB4_0103. The binding affinity (normalized) is 0.616. (3) The peptide sequence is VKIKPLEDKILVQAG. The MHC is DRB5_0101 with pseudo-sequence DRB5_0101. The binding affinity (normalized) is 0. (4) The peptide sequence is TSKLDAAYKLAYKTA. The MHC is DRB5_0101 with pseudo-sequence DRB5_0101. The binding affinity (normalized) is 0.505. (5) The peptide sequence is KGDEQKLRSAGELEL. The MHC is DRB1_1201 with pseudo-sequence DRB1_1201. The binding affinity (normalized) is 0.108. (6) The binding affinity (normalized) is 0.513. The MHC is DRB1_0404 with pseudo-sequence DRB1_0404. The peptide sequence is SKTHLNFERSLKAFF.